From a dataset of Full USPTO retrosynthesis dataset with 1.9M reactions from patents (1976-2016). Predict the reactants needed to synthesize the given product. (1) Given the product [CH3:1][O:2][C:3]1[CH:15]=[CH:14][C:6]2[NH:7][C:8]([S:10][C:13]3[C:22]4[NH:23][C:24](=[O:26])[NH:25][C:21]=4[CH:20]=[C:19]([C:27]([OH:29])=[O:28])[CH:18]=3)=[N:9][C:5]=2[CH:4]=1, predict the reactants needed to synthesize it. The reactants are: [CH3:1][O:2][C:3]1[CH:15]=[CH:14][C:6]2[NH:7][C:8]([S:10]([CH3:13])(=O)=O)=[N:9][C:5]=2[CH:4]=1.SC1[C:22]2[NH:23][C:24](=[O:26])[NH:25][C:21]=2[CH:20]=[C:19]([C:27]([OH:29])=[O:28])[CH:18]=1. (2) The reactants are: [NH2:1][C@@H:2]([CH2:7][C:8]1[CH:17]=[CH:16][C:11]2[O:12][CH2:13][CH2:14][O:15][C:10]=2[CH:9]=1)[C:3]([O:5][CH3:6])=[O:4].CCN(CC)CC.[CH3:25][C:26]([O:29][C:30](O[C:30]([O:29][C:26]([CH3:28])([CH3:27])[CH3:25])=[O:31])=[O:31])([CH3:28])[CH3:27]. Given the product [C:26]([O:29][C:30]([NH:1][C@@H:2]([CH2:7][C:8]1[CH:17]=[CH:16][C:11]2[O:12][CH2:13][CH2:14][O:15][C:10]=2[CH:9]=1)[C:3]([O:5][CH3:6])=[O:4])=[O:31])([CH3:28])([CH3:27])[CH3:25], predict the reactants needed to synthesize it. (3) Given the product [C:28]([O:24][CH2:23][C:3]1[C:4]([N:8]2[CH2:21][CH2:20][N:11]3[C:12]4[CH2:13][CH2:14][CH2:15][CH2:16][C:17]=4[C:18]([F:19])=[C:10]3[C:9]2=[O:22])=[N:5][CH:6]=[CH:7][C:2]=1[Cl:1])(=[O:30])[CH3:29], predict the reactants needed to synthesize it. The reactants are: [Cl:1][C:2]1[CH:7]=[CH:6][N:5]=[C:4]([N:8]2[CH2:21][CH2:20][N:11]3[C:12]4[CH2:13][CH2:14][CH2:15][CH2:16][C:17]=4[C:18]([F:19])=[C:10]3[C:9]2=[O:22])[C:3]=1[CH2:23][OH:24].ClCCl.[C:28](Cl)(=[O:30])[CH3:29]. (4) The reactants are: [CH2:1]([C@@:5]1([CH2:38][CH3:39])[NH:11][C@H:10]([C:12]2[CH:17]=[CH:16][CH:15]=[CH:14][CH:13]=2)[C:9]2[CH:18]=[C:19]([O:34][CH3:35])[C:20]([CH2:22][CH2:23][C:24]([NH:26][C:27]([CH3:33])([C:29]([O:31]C)=[O:30])[CH3:28])=[O:25])=[CH:21][C:8]=2[S:7](=[O:37])(=[O:36])[CH2:6]1)[CH2:2][CH2:3][CH3:4].[OH-].[Li+]. Given the product [CH2:1]([C@@:5]1([CH2:38][CH3:39])[NH:11][C@H:10]([C:12]2[CH:17]=[CH:16][CH:15]=[CH:14][CH:13]=2)[C:9]2[CH:18]=[C:19]([O:34][CH3:35])[C:20]([CH2:22][CH2:23][C:24]([NH:26][C:27]([CH3:33])([C:29]([OH:31])=[O:30])[CH3:28])=[O:25])=[CH:21][C:8]=2[S:7](=[O:36])(=[O:37])[CH2:6]1)[CH2:2][CH2:3][CH3:4], predict the reactants needed to synthesize it. (5) Given the product [Cl:31][C:29]1[C:28]([C:32]#[N:33])=[C:27]([CH:34]2[CH2:35][N:36]([C:38]([O:40][C:41]([CH3:43])([CH3:42])[CH3:44])=[O:39])[CH2:37]2)[C:26]([O:45][CH3:46])=[C:25]([CH:22]([OH:24])[CH3:23])[CH:30]=1, predict the reactants needed to synthesize it. The reactants are: CB1N2CCC[C@H]2C(C2C=CC=CC=2)(C2C=CC=CC=2)O1.[C:22]([C:25]1[C:26]([O:45][CH3:46])=[C:27]([CH:34]2[CH2:37][N:36]([C:38]([O:40][C:41]([CH3:44])([CH3:43])[CH3:42])=[O:39])[CH2:35]2)[C:28]([C:32]#[N:33])=[C:29]([Cl:31])[CH:30]=1)(=[O:24])[CH3:23].